From a dataset of Forward reaction prediction with 1.9M reactions from USPTO patents (1976-2016). Predict the product of the given reaction. Given the reactants C(OC([NH:8][C:9]1[N:14]=[CH:13][C:12]([C:15]2[N:23]=[C:22]3[C:18]([N:19]=[CH:20][N:21]3[CH2:24][C:25]([OH:27])=O)=[C:17]([N:28]3[CH2:33][CH2:32][O:31][CH2:30][CH2:29]3)[N:16]=2)=[CH:11][N:10]=1)=O)(C)(C)C.[CH3:34][NH:35][C:36]([CH:38]1[CH2:43][CH2:42][NH:41][CH2:40][CH2:39]1)=[O:37], predict the reaction product. The product is: [NH2:8][C:9]1[N:10]=[CH:11][C:12]([C:15]2[N:23]=[C:22]3[C:18]([N:19]=[CH:20][N:21]3[CH2:24][C:25]([N:41]3[CH2:42][CH2:43][CH:38]([C:36]([NH:35][CH3:34])=[O:37])[CH2:39][CH2:40]3)=[O:27])=[C:17]([N:28]3[CH2:29][CH2:30][O:31][CH2:32][CH2:33]3)[N:16]=2)=[CH:13][N:14]=1.